Dataset: Forward reaction prediction with 1.9M reactions from USPTO patents (1976-2016). Task: Predict the product of the given reaction. (1) Given the reactants [Cl:1][C:2]1[CH:7]=[C:6]([C:8]#[CH:9])[CH:5]=[C:4]([Cl:10])[CH:3]=1.C([Li])CCC.CON(C)[C:19]([C:21]1[CH:22]=[N:23][C:24]2[C:29]([CH:30]=1)=[CH:28][CH:27]=[C:26]([O:31][CH3:32])[CH:25]=2)=[O:20], predict the reaction product. The product is: [Cl:1][C:2]1[CH:7]=[C:6]([C:8]#[C:9][C:19]([C:21]2[CH:22]=[N:23][C:24]3[C:29]([CH:30]=2)=[CH:28][CH:27]=[C:26]([O:31][CH3:32])[CH:25]=3)=[O:20])[CH:5]=[C:4]([Cl:10])[CH:3]=1. (2) Given the reactants [CH3:1][N:2]([CH2:4][C:5]1[C:13]2[O:12][N:11]=[C:10]([CH2:14][CH2:15][CH:16]3[CH2:21][CH2:20][NH:19][CH2:18][CH2:17]3)[C:9]=2[CH:8]=[CH:7][C:6]=1[O:22][CH2:23][CH:24]1[CH2:26][CH2:25]1)[CH3:3].[C:27]1([CH2:33][CH:34]=O)[CH:32]=[CH:31][CH:30]=[CH:29][CH:28]=1, predict the reaction product. The product is: [CH3:1][N:2]([CH2:4][C:5]1[C:13]2[O:12][N:11]=[C:10]([CH2:14][CH2:15][CH:16]3[CH2:21][CH2:20][N:19]([CH2:34][CH2:33][C:27]4[CH:32]=[CH:31][CH:30]=[CH:29][CH:28]=4)[CH2:18][CH2:17]3)[C:9]=2[CH:8]=[CH:7][C:6]=1[O:22][CH2:23][CH:24]1[CH2:25][CH2:26]1)[CH3:3]. (3) Given the reactants [NH2:1][C:2]1[C:11]([N+:12]([O-:14])=[O:13])=[CH:10][C:5]([C:6]([O:8][CH3:9])=[O:7])=[C:4](F)[CH:3]=1.[CH3:16][O:17][C:18]1[CH:23]=[CH:22][C:21]([OH:24])=[CH:20][CH:19]=1.C([O-])([O-])=O.[K+].[K+], predict the reaction product. The product is: [NH2:1][C:2]1[C:11]([N+:12]([O-:14])=[O:13])=[CH:10][C:5]([C:6]([O:8][CH3:9])=[O:7])=[C:4]([O:24][C:21]2[CH:22]=[CH:23][C:18]([O:17][CH3:16])=[CH:19][CH:20]=2)[CH:3]=1.